This data is from Catalyst prediction with 721,799 reactions and 888 catalyst types from USPTO. The task is: Predict which catalyst facilitates the given reaction. (1) Reactant: [NH2:1][C:2]1[C:3]([F:33])=[C:4]([C:8]2[N:9]=[C:10]([CH:20]3[CH2:25][CH2:24][N:23]([C:26]([O:28][C:29]([CH3:32])([CH3:31])[CH3:30])=[O:27])[CH2:22][CH2:21]3)[S:11][C:12]=2[C:13]2[CH:18]=[CH:17][N:16]=[C:15]([Cl:19])[N:14]=2)[CH:5]=[CH:6][CH:7]=1.[F:34][C:35]1[CH:40]=[CH:39][CH:38]=[C:37]([F:41])[C:36]=1[S:42](Cl)(=[O:44])=[O:43]. Product: [Cl:19][C:15]1[N:14]=[C:13]([C:12]2[S:11][C:10]([CH:20]3[CH2:25][CH2:24][N:23]([C:26]([O:28][C:29]([CH3:30])([CH3:32])[CH3:31])=[O:27])[CH2:22][CH2:21]3)=[N:9][C:8]=2[C:4]2[CH:5]=[CH:6][CH:7]=[C:2]([NH:1][S:42]([C:36]3[C:37]([F:41])=[CH:38][CH:39]=[CH:40][C:35]=3[F:34])(=[O:44])=[O:43])[C:3]=2[F:33])[CH:18]=[CH:17][N:16]=1. The catalyst class is: 17. (2) Reactant: [NH2:1][C:2]1[C:11]2[C:6](=[CH:7][CH:8]=[CH:9][CH:10]=2)[C:5]([CH2:12][C@@H:13]([C:22]([O:24]C)=[O:23])[NH:14][C:15]([O:17][C:18]([CH3:21])([CH3:20])[CH3:19])=[O:16])=[CH:4][CH:3]=1.[OH-].[Na+]. Product: [NH2:1][C:2]1[C:11]2[C:6](=[CH:7][CH:8]=[CH:9][CH:10]=2)[C:5]([CH2:12][C@@H:13]([C:22]([OH:24])=[O:23])[NH:14][C:15]([O:17][C:18]([CH3:19])([CH3:20])[CH3:21])=[O:16])=[CH:4][CH:3]=1. The catalyst class is: 5. (3) Reactant: [F:1][C:2]1([C:10](OCC)=[O:11])[CH2:7][CH2:6][C:5]([F:9])([F:8])[CH2:4][CH2:3]1.[H-].[Al+3].[Li+].[H-].[H-].[H-]. Product: [F:1][C:2]1([CH2:10][OH:11])[CH2:3][CH2:4][C:5]([F:9])([F:8])[CH2:6][CH2:7]1. The catalyst class is: 7.